From a dataset of Forward reaction prediction with 1.9M reactions from USPTO patents (1976-2016). Predict the product of the given reaction. (1) Given the reactants [Br:1][C:2]1[C:3]([N:8]2[C:12]([CH2:13][C:14]3[N:19]=[CH:18][C:17]([OH:20])=[CH:16][C:15]=3[CH2:21][CH2:22][CH3:23])=[CH:11][CH:10]=[N:9]2)=[N:4][CH:5]=[CH:6][CH:7]=1.[H-].[Na+].[CH3:26]N(C=O)C, predict the reaction product. The product is: [Br:1][C:2]1[C:3]([N:8]2[C:12]([CH2:13][C:14]3[C:15]([CH2:21][CH2:22][CH3:23])=[CH:16][C:17]([O:20][CH3:26])=[CH:18][N:19]=3)=[CH:11][CH:10]=[N:9]2)=[N:4][CH:5]=[CH:6][CH:7]=1. (2) Given the reactants [N+:1]([C:4]1[CH:5]=[N:6][C:7]([N:10]2[CH2:17][CH:16]3[CH:12]([CH2:13][NH:14][CH2:15]3)[CH2:11]2)=[N:8][CH:9]=1)([O-:3])=[O:2].[F:18][C:19]1[CH:27]=[CH:26][CH:25]=[C:24]([N:28]2[N:32]=[CH:31][CH:30]=[N:29]2)[C:20]=1[C:21](O)=[O:22], predict the reaction product. The product is: [F:18][C:19]1[CH:27]=[CH:26][CH:25]=[C:24]([N:28]2[N:32]=[CH:31][CH:30]=[N:29]2)[C:20]=1[C:21]([N:14]1[CH2:13][CH:12]2[CH:16]([CH2:17][N:10]([C:7]3[N:8]=[CH:9][C:4]([N+:1]([O-:3])=[O:2])=[CH:5][N:6]=3)[CH2:11]2)[CH2:15]1)=[O:22]. (3) Given the reactants [CH2:1]([CH:5]1[CH2:14][C:13]2[C:8](=[CH:9][CH:10]=[CH:11][CH:12]=2)[CH2:7][N:6]1[C:15](=[O:20])[C:16]([F:19])([F:18])[F:17])[CH:2]([CH3:4])[CH3:3].[Cl-].[Al+3].[Cl-].[Cl-].[C:25](Cl)(=[O:27])[CH3:26], predict the reaction product. The product is: [C:25]([C:10]1[CH:9]=[C:8]2[C:13]([CH2:14][CH:5]([CH2:1][CH:2]([CH3:4])[CH3:3])[N:6]([C:15](=[O:20])[C:16]([F:17])([F:18])[F:19])[CH2:7]2)=[CH:12][CH:11]=1)(=[O:27])[CH3:26]. (4) Given the reactants [I:1][C:2]1[C:10]2[C:5](=[CH:6][C:7]([CH:11]=O)=[CH:8][CH:9]=2)[NH:4][N:3]=1.[NH:13]1[C:21]2[C:16](=[CH:17][CH:18]=[CH:19][CH:20]=2)[CH2:15][C:14]1=[O:22], predict the reaction product. The product is: [I:1][C:2]1[C:10]2[C:5](=[CH:6][C:7](/[CH:11]=[C:15]3/[C:14](=[O:22])[NH:13][C:21]4[C:16]/3=[CH:17][CH:18]=[CH:19][CH:20]=4)=[CH:8][CH:9]=2)[NH:4][N:3]=1. (5) Given the reactants [CH3:1][C:2]1[CH:7]=[CH:6][CH:5]=[C:4]([NH2:8])[C:3]=1[NH2:9].[C:10]([O-])(O)=O.[Na+], predict the reaction product. The product is: [CH3:1][C:2]1[C:3]2[N:9]=[CH:10][NH:8][C:4]=2[CH:5]=[CH:6][CH:7]=1. (6) Given the reactants [F:1][C:2]1[CH:3]=[C:4]([C:21]([NH2:23])=[O:22])[C:5]2[O:9][C:8]([C:10]3C=[CH:14][C:13]([CH2:16][N:17](C)[CH3:18])=[CH:12][CH:11]=3)=[CH:7][C:6]=2[CH:20]=1.C[NH:25]CC1C=CC(C2OC3C(C(OC)=O)=CC(F)=CC=3C=2)=NC=1, predict the reaction product. The product is: [F:1][C:2]1[CH:3]=[C:4]([C:21]([NH2:23])=[O:22])[C:5]2[O:9][C:8]([C:10]3[CH:11]=[CH:12][C:13]([CH2:16][NH:17][CH3:18])=[CH:14][N:25]=3)=[CH:7][C:6]=2[CH:20]=1.